From a dataset of CYP2D6 inhibition data for predicting drug metabolism from PubChem BioAssay. Regression/Classification. Given a drug SMILES string, predict its absorption, distribution, metabolism, or excretion properties. Task type varies by dataset: regression for continuous measurements (e.g., permeability, clearance, half-life) or binary classification for categorical outcomes (e.g., BBB penetration, CYP inhibition). Dataset: cyp2d6_veith. (1) The drug is O=C(Oc1ccccc1)N1CCC2(CCCN(C(c3ccccc3)c3ccccc3)C2)CC1. The result is 0 (non-inhibitor). (2) The result is 0 (non-inhibitor). The molecule is CN1CCCC2(CCN(C(=O)c3cccn3C)CC2)C1. (3) The result is 1 (inhibitor). The drug is Oc1ccccc1C1Nc2cccc3cccc(c23)N1. (4) The drug is Cc1ccc(Nc2nc(N3CCOCC3)nc(N3CCOCC3)n2)cc1. The result is 0 (non-inhibitor). (5) The drug is CCC(=O)OCN1C(=O)C=CC1=O. The result is 0 (non-inhibitor). (6) The drug is COc1cccc(OC)c1/C(O)=C(\C#N)c1nc2ccccc2[nH]1. The result is 0 (non-inhibitor).